Dataset: Reaction yield outcomes from USPTO patents with 853,638 reactions. Task: Predict the reaction yield, written as a fraction of the theoretical maximum amount of product (1.0 means a 100% yield; for example, 0.34 means a 34% yield). (1) The reactants are [CH3:1][C:2]1[N:7]=[C:6]([CH2:8][C:9]([C:11]2[CH:16]=[CH:15][N:14]=[C:13]([C:17]3[CH:22]=[CH:21][C:20]([CH:23]=O)=[CH:19][CH:18]=3)[CH:12]=2)=[O:10])[CH:5]=[CH:4][CH:3]=1.[NH:25]1[CH2:29][CH2:28][CH2:27][CH2:26]1. No catalyst specified. The product is [CH3:1][C:2]1[N:7]=[C:6]([CH2:8][C:9]([C:11]2[CH:16]=[CH:15][N:14]=[C:13]([C:17]3[CH:22]=[CH:21][C:20]([CH2:23][N:25]4[CH2:29][CH2:28][CH2:27][CH2:26]4)=[CH:19][CH:18]=3)[CH:12]=2)=[O:10])[CH:5]=[CH:4][CH:3]=1. The yield is 0.608. (2) The reactants are [CH3:1][O:2][C:3]1[CH:4]=[CH:5][CH:6]=[C:7]2[C:12]=1[N:11]=[C:10]([Cl:13])[CH:9]=[CH:8]2.[Br:14]Br.[O-]S([O-])(=S)=O.[Na+].[Na+].CCOC(C)=O. The catalyst is CO. The product is [Br:14][C:6]1[CH:5]=[CH:4][C:3]([O:2][CH3:1])=[C:12]2[C:7]=1[CH:8]=[CH:9][C:10]([Cl:13])=[N:11]2. The yield is 0.490. (3) The reactants are [Cl:1][C:2]1[N:3]=[C:4](Cl)[C:5]2[S:10][CH:9]=[C:8]([CH3:11])[C:6]=2[N:7]=1.C(N(CC)CC)C.[CH3:20][C:21](=[CH2:24])[CH2:22][NH2:23]. The catalyst is CN(C=O)C. The product is [Cl:1][C:2]1[N:3]=[C:4]([NH:23][CH2:22][C:21]([CH3:24])=[CH2:20])[C:5]2[S:10][CH:9]=[C:8]([CH3:11])[C:6]=2[N:7]=1. The yield is 0.793. (4) The reactants are [CH:1]12[O:7][CH:2]1[CH2:3][CH2:4][CH2:5][CH2:6]2.F[C:9]1[CH:16]=[CH:15][C:12]([C:13]#[N:14])=[C:11]([C:17]([F:20])([F:19])[F:18])[CH:10]=1.C(=O)([O-])[O-:22].[K+].[K+].O. The catalyst is CN(C)C=O. The product is [OH:22][CH:2]1[CH2:3][CH2:4][CH2:5][CH2:6][CH:1]1[O:7][C:9]1[CH:16]=[CH:15][C:12]([C:13]#[N:14])=[C:11]([C:17]([F:20])([F:19])[F:18])[CH:10]=1. The yield is 0.500. (5) The reactants are C([Li])CCC.C(NC(C)C)(C)C.[F:13][C:14]1[CH:19]=[CH:18][CH:17]=[CH:16][N:15]=1.[C:20]([N:39]1[CH:43]=[C:42]([CH:44]=[O:45])[N:41]=[CH:40]1)([C:33]1[CH:38]=[CH:37][CH:36]=[CH:35][CH:34]=1)([C:27]1[CH:32]=[CH:31][CH:30]=[CH:29][CH:28]=1)[C:21]1[CH:26]=[CH:25][CH:24]=[CH:23][CH:22]=1. The catalyst is O1CCCC1. The product is [F:13][C:14]1[C:19]([CH:44]([C:42]2[N:41]=[CH:40][N:39]([C:20]([C:21]3[CH:26]=[CH:25][CH:24]=[CH:23][CH:22]=3)([C:27]3[CH:28]=[CH:29][CH:30]=[CH:31][CH:32]=3)[C:33]3[CH:38]=[CH:37][CH:36]=[CH:35][CH:34]=3)[CH:43]=2)[OH:45])=[CH:18][CH:17]=[CH:16][N:15]=1. The yield is 0.220. (6) The product is [CH3:1][O:2][C:3]([C:5]1([NH:11][C:12]([C:14]2[CH:19]=[CH:18][C:17]([CH2:20][N:22]3[CH2:27][CH2:26][O:25][CH2:24][CH2:23]3)=[CH:16][CH:15]=2)=[O:13])[CH2:10][CH2:9][CH2:8][CH2:7][CH2:6]1)=[O:4]. No catalyst specified. The reactants are [CH3:1][O:2][C:3]([C:5]1([NH:11][C:12]([C:14]2[CH:19]=[CH:18][C:17]([CH2:20]Cl)=[CH:16][CH:15]=2)=[O:13])[CH2:10][CH2:9][CH2:8][CH2:7][CH2:6]1)=[O:4].[NH:22]1[CH2:27][CH2:26][O:25][CH2:24][CH2:23]1. The yield is 0.830. (7) The reactants are [CH3:1][C:2]1[O:6][N:5]=[C:4]([C:7]2[CH:12]=[CH:11][CH:10]=[CH:9][CH:8]=2)[C:3]=1[CH2:13][OH:14].O[C:16]1[CH:21]=[CH:20][CH:19]=[CH:18][N:17]=1.C(P(CCCC)CCCC)CCC.CN(C)C(N=NC(N(C)C)=O)=O.C1(P(C2C=CC=CC=2)C2C=CC=CC=2)C=CC=CC=1.N(C(OCC)=O)=NC(OCC)=O. The catalyst is C1COCC1. The product is [CH3:1][C:2]1[O:6][N:5]=[C:4]([C:7]2[CH:12]=[CH:11][CH:10]=[CH:9][CH:8]=2)[C:3]=1[CH2:13][O:14][C:16]1[CH:21]=[CH:20][CH:19]=[CH:18][N:17]=1. The yield is 0.250. (8) The reactants are C1(COC([NH:11][CH2:12][CH2:13][C:14]2[S:15][C:16]([CH2:19][CH2:20][NH:21]C(OCC3C=CC=CC=3)=O)=[CH:17][CH:18]=2)=O)C=CC=CC=1. The catalyst is [Pd]. The product is [NH2:11][CH2:12][CH2:13][C:14]1[S:15][C:16]([CH2:19][CH2:20][NH2:21])=[CH:17][CH:18]=1. The yield is 0.550. (9) The reactants are [CH3:1][O:2][C:3]([NH:5][C@H:6]1[CH2:10][CH2:9][N:8](C(OCC2C=CC=CC=2)=O)[CH2:7]1)=[O:4]. The catalyst is CO.[Pd]. The product is [NH:8]1[CH2:9][CH2:10][C@H:6]([NH:5][C:3](=[O:4])[O:2][CH3:1])[CH2:7]1. The yield is 0.760.